Dataset: Full USPTO retrosynthesis dataset with 1.9M reactions from patents (1976-2016). Task: Predict the reactants needed to synthesize the given product. (1) The reactants are: [N:1]1([CH2:7][C:8]2[CH:9]=[C:10]([OH:14])[CH:11]=[CH:12][CH:13]=2)[CH2:6][CH2:5][O:4][CH2:3][CH2:2]1.[Br:15]Br. Given the product [Br:15][C:11]1[CH:12]=[CH:13][C:8]([CH2:7][N:1]2[CH2:6][CH2:5][O:4][CH2:3][CH2:2]2)=[CH:9][C:10]=1[OH:14], predict the reactants needed to synthesize it. (2) Given the product [C:17]12([C:27]([O:15][CH:8]([C:9]3[CH:14]=[CH:13][CH:12]=[CH:11][CH:10]=3)[C:2]([C:3]([O:5][CH2:6][CH3:7])=[O:4])([F:16])[F:1])=[O:28])[CH2:24][CH:23]3[CH2:22][CH:21]([CH2:20][CH:19]([CH2:25]3)[CH2:18]1)[CH2:26]2, predict the reactants needed to synthesize it. The reactants are: [F:1][C:2]([F:16])([CH:8]([OH:15])[C:9]1[CH:14]=[CH:13][CH:12]=[CH:11][CH:10]=1)[C:3]([O:5][CH2:6][CH3:7])=[O:4].[C:17]12([C:27](Cl)=[O:28])[CH2:26][CH:21]3[CH2:22][CH:23]([CH2:25][CH:19]([CH2:20]3)[CH2:18]1)[CH2:24]2.C(N(CC)CC)C. (3) Given the product [CH:1]1([C:4]2[CH:5]=[N:6][C:7]([NH:14][C:21]3[CH:22]=[C:23]4[C:27](=[CH:28][CH:29]=3)[N:26]([CH2:30][C:31]3[CH:36]=[CH:35][CH:34]=[C:33]([O:37][CH3:38])[CH:32]=3)[CH:25]=[CH:24]4)=[C:8]([CH:13]=2)[C:9]([OH:11])=[O:10])[CH2:3][CH2:2]1, predict the reactants needed to synthesize it. The reactants are: [CH:1]1([C:4]2[CH:5]=[N:6][C:7]([N:14]([C:21]3[CH:22]=[C:23]4[C:27](=[CH:28][CH:29]=3)[N:26]([CH2:30][C:31]3[CH:36]=[CH:35][CH:34]=[C:33]([O:37][CH3:38])[CH:32]=3)[CH:25]=[CH:24]4)C(=O)C(F)(F)F)=[C:8]([CH:13]=2)[C:9]([O:11]C)=[O:10])[CH2:3][CH2:2]1.[OH-].[Na+]. (4) Given the product [C:1]([O:5][C:6]([NH:8][C@H:9]([C:25]([NH:27][C:28]1[CH:29]=[N:30][CH:31]=[C:32]([F:51])[C:33]=1[CH2:34][CH2:35][C@H:36]1[O:41][CH2:40][C@@H:39]([CH2:42][O:43][C:57](=[O:58])[NH:67][CH2:66][C:65]([F:69])([F:68])[F:64])[N:38]([C:44]([O:46][C:47]([CH3:50])([CH3:49])[CH3:48])=[O:45])[CH2:37]1)=[O:26])[CH:10]([C:11]1[CH:16]=[CH:15][C:14]([F:17])=[CH:13][CH:12]=1)[C:18]1[CH:23]=[CH:22][C:21]([F:24])=[CH:20][CH:19]=1)=[O:7])([CH3:3])([CH3:4])[CH3:2], predict the reactants needed to synthesize it. The reactants are: [C:1]([O:5][C:6]([NH:8][C@H:9]([C:25]([NH:27][C:28]1[CH:29]=[N:30][CH:31]=[C:32]([F:51])[C:33]=1[CH2:34][CH2:35][C@H:36]1[O:41][CH2:40][C@@H:39]([CH2:42][OH:43])[N:38]([C:44]([O:46][C:47]([CH3:50])([CH3:49])[CH3:48])=[O:45])[CH2:37]1)=[O:26])[CH:10]([C:18]1[CH:23]=[CH:22][C:21]([F:24])=[CH:20][CH:19]=1)[C:11]1[CH:16]=[CH:15][C:14]([F:17])=[CH:13][CH:12]=1)=[O:7])([CH3:4])([CH3:3])[CH3:2].C1N=CN([C:57](N2C=NC=C2)=[O:58])C=1.[F:64][C:65]([F:69])([F:68])[CH2:66][NH2:67]. (5) Given the product [C:1]1([C:7]2([C@@H:19]([NH:21][C:27](=[O:28])[C:26]3[CH:30]=[CH:31][CH:32]=[CH:33][C:25]=3[O:24][C:23]([F:22])([F:34])[F:35])[CH3:20])[CH2:8][CH2:9][N:10]([S:13]([CH2:16][CH2:17][CH3:18])(=[O:15])=[O:14])[CH2:11][CH2:12]2)[CH:6]=[CH:5][CH:4]=[CH:3][CH:2]=1, predict the reactants needed to synthesize it. The reactants are: [C:1]1([C:7]2([C@@H:19]([NH2:21])[CH3:20])[CH2:12][CH2:11][N:10]([S:13]([CH2:16][CH2:17][CH3:18])(=[O:15])=[O:14])[CH2:9][CH2:8]2)[CH:6]=[CH:5][CH:4]=[CH:3][CH:2]=1.[F:22][C:23]([F:35])([F:34])[O:24][C:25]1[CH:33]=[CH:32][CH:31]=[CH:30][C:26]=1[C:27](Cl)=[O:28].CCN(C(C)C)C(C)C.